Task: Predict which catalyst facilitates the given reaction.. Dataset: Catalyst prediction with 721,799 reactions and 888 catalyst types from USPTO (1) Reactant: CSC.B.[F:5][C:6]1([F:25])[C:11](=O)[NH:10][CH2:9][C:8]2([CH2:17][CH2:16][N:15]([C:18]([O:20][C:21]([CH3:24])([CH3:23])[CH3:22])=[O:19])[CH2:14][CH2:13]2)[O:7]1. Product: [F:25][C:6]1([F:5])[CH2:11][NH:10][CH2:9][C:8]2([CH2:13][CH2:14][N:15]([C:18]([O:20][C:21]([CH3:23])([CH3:22])[CH3:24])=[O:19])[CH2:16][CH2:17]2)[O:7]1. The catalyst class is: 1. (2) Reactant: C1(C)C=CC=CC=1.[CH3:8][N:9]1[CH2:14][CH2:13][NH:12][CH2:11][CH2:10]1.[S:15]1[C:24]2[C:19](=[CH:20][CH:21]=[CH:22][CH:23]=2)[C:18](=O)[CH2:17][CH2:16]1. Product: [CH3:8][N:9]1[CH2:14][CH2:13][N:12]([C:18]2[C:19]3[C:24](=[CH:23][CH:22]=[CH:21][CH:20]=3)[S:15][CH2:16][CH:17]=2)[CH2:11][CH2:10]1. The catalyst class is: 413. (3) The catalyst class is: 36. Reactant: [CH3:1][C:2]1[C:15]([CH3:16])=[C:14]([N+:17]([O-:19])=[O:18])[CH:13]=[CH:12][C:3]=1[O:4][C:5]1[CH:10]=[CH:9][N:8]=[C:7]([NH2:11])[CH:6]=1.CCN(C(C)C)C(C)C.[CH3:29][O:30][CH2:31][C:32](Cl)=[O:33].N. Product: [CH3:1][C:2]1[C:15]([CH3:16])=[C:14]([N+:17]([O-:19])=[O:18])[CH:13]=[CH:12][C:3]=1[O:4][C:5]1[CH:10]=[CH:9][N:8]=[C:7]([NH:11][C:32](=[O:33])[CH2:31][O:30][CH3:29])[CH:6]=1. (4) Reactant: N(OCCC(C)C)=O.[CH3:9][O:10][C:11]([C:13]1[C:21]2[S:20][C:19](N)=[N:18][C:17]=2[CH:16]=[CH:15][CH:14]=1)=[O:12]. Product: [CH3:9][O:10][C:11]([C:13]1[C:21]2[S:20][CH:19]=[N:18][C:17]=2[CH:16]=[CH:15][CH:14]=1)=[O:12]. The catalyst class is: 1. (5) Reactant: [C:1]1([CH3:33])[CH:6]=[C:5]([CH3:7])[CH:4]=[C:3]([CH3:8])[C:2]=1[O:9][CH2:10][C:11]([NH:13][C:14]1[NH:15][CH:16]=[C:17]([C:19]2[CH:24]=[CH:23][CH:22]=[CH:21][C:20]=2[O:25]CC2C=CC=CC=2)[N:18]=1)=[O:12].Br.C(O)(=O)C. Product: [OH:25][C:20]1[CH:21]=[CH:22][CH:23]=[CH:24][C:19]=1[C:17]1[N:18]=[C:14]([NH:13][C:11](=[O:12])[CH2:10][O:9][C:2]2[C:1]([CH3:33])=[CH:6][C:5]([CH3:7])=[CH:4][C:3]=2[CH3:8])[NH:15][CH:16]=1. The catalyst class is: 22. (6) Reactant: [CH2:1]=[C:2]1[CH2:7][O:6][C@H:5]([C:8]2[CH:13]=[C:12]([F:14])[C:11]([F:15])=[CH:10][C:9]=2[F:16])[C@@H:4]([NH2:17])[CH2:3]1.[C:18](O[C:18]([O:20][C:21]([CH3:24])([CH3:23])[CH3:22])=[O:19])([O:20][C:21]([CH3:24])([CH3:23])[CH3:22])=[O:19]. Product: [C:21]([O:20][C:18](=[O:19])[NH:17][C@H:4]1[CH2:3][C:2](=[CH2:1])[CH2:7][O:6][C@@H:5]1[C:8]1[CH:13]=[C:12]([F:14])[C:11]([F:15])=[CH:10][C:9]=1[F:16])([CH3:24])([CH3:23])[CH3:22]. The catalyst class is: 4. (7) Reactant: [Li]CCCC.[C:6]([O:10][C:11](=[O:21])[NH:12][C:13]1[CH:14]=[N:15][C:16]([Cl:20])=[C:17]([F:19])[CH:18]=1)([CH3:9])([CH3:8])[CH3:7].CN(C)CCN(C)C.[I:30]I.Cl. Product: [C:6]([O:10][C:11](=[O:21])[NH:12][C:13]1[CH:14]=[N:15][C:16]([Cl:20])=[C:17]([F:19])[C:18]=1[I:30])([CH3:9])([CH3:7])[CH3:8]. The catalyst class is: 385.